Predict the reactants needed to synthesize the given product. From a dataset of Full USPTO retrosynthesis dataset with 1.9M reactions from patents (1976-2016). (1) Given the product [Cl:1][C:2]1[CH:7]=[CH:6][C:5]([CH:8]2[CH2:13][C:12]([CH3:27])([S:14]([C:17]3[CH:22]=[CH:21][CH:20]=[C:19]([C:23]([F:26])([F:24])[F:25])[CH:18]=3)(=[O:15])=[O:16])[CH2:11][CH2:10][O:9]2)=[CH:4][N:3]=1, predict the reactants needed to synthesize it. The reactants are: [Cl:1][C:2]1[CH:7]=[CH:6][C:5]([CH:8]2[CH2:13][CH:12]([S:14]([C:17]3[CH:22]=[CH:21][CH:20]=[C:19]([C:23]([F:26])([F:25])[F:24])[CH:18]=3)(=[O:16])=[O:15])[CH2:11][CH2:10][O:9]2)=[CH:4][N:3]=1.[CH3:27]C([O-])(C)C.[K+]. (2) Given the product [F:41][C:42]1[CH:47]=[CH:46][CH:45]=[CH:44][C:43]=1[C@H:48]([O:50][C:22](=[O:31])[NH:19][C:12]1[C:8]([C:5]2[CH:4]=[CH:3][C:2]([Br:1])=[CH:7][CH:6]=2)=[N:9][O:10][C:11]=1[CH3:16])[CH3:49], predict the reactants needed to synthesize it. The reactants are: [Br:1][C:2]1[CH:7]=[CH:6][C:5]([C:8]2[C:12](C(O)=O)=[C:11]([CH3:16])[O:10][N:9]=2)=[CH:4][CH:3]=1.C([N:19]([CH2:22]C)CC)C.C1(P(N=[N+]=[N-])(C2C=CC=CC=2)=[O:31])C=CC=CC=1.[F:41][C:42]1[CH:47]=[CH:46][CH:45]=[CH:44][C:43]=1[C@H:48]([OH:50])[CH3:49]. (3) Given the product [C:1]([C:3]1[CH:4]=[C:5]([CH:46]=[CH:47][CH:48]=1)[CH2:6][N:7]([C:8]1[CH:13]=[CH:12][C:11]([OH:14])=[CH:10][CH:9]=1)[CH:25]1[CH2:26][CH2:27][N:28]([CH:31]([CH3:45])[CH2:32][CH2:33][NH:34][C:35]([C:37]2[C:42]([CH3:43])=[N:41][CH:40]=[N:39][C:38]=2[CH3:44])=[O:36])[CH2:29][CH2:30]1)#[N:2], predict the reactants needed to synthesize it. The reactants are: [C:1]([C:3]1[CH:4]=[C:5]([CH:46]=[CH:47][CH:48]=1)[CH2:6][N:7]([CH:25]1[CH2:30][CH2:29][N:28]([CH:31]([CH3:45])[CH2:32][CH2:33][NH:34][C:35]([C:37]2[C:38]([CH3:44])=[N:39][CH:40]=[N:41][C:42]=2[CH3:43])=[O:36])[CH2:27][CH2:26]1)[C:8]1[CH:13]=[CH:12][C:11]([O:14]C(C2C(C)=NC=NC=2C)=O)=[CH:10][CH:9]=1)#[N:2].[OH-].[Na+].